This data is from NCI-60 drug combinations with 297,098 pairs across 59 cell lines. The task is: Regression. Given two drug SMILES strings and cell line genomic features, predict the synergy score measuring deviation from expected non-interaction effect. (1) Drug 1: CC1=CC2C(CCC3(C2CCC3(C(=O)C)OC(=O)C)C)C4(C1=CC(=O)CC4)C. Drug 2: COCCOC1=C(C=C2C(=C1)C(=NC=N2)NC3=CC=CC(=C3)C#C)OCCOC.Cl. Synergy scores: CSS=0.165, Synergy_ZIP=-1.45, Synergy_Bliss=0.891, Synergy_Loewe=-12.2, Synergy_HSA=-2.41. Cell line: OVCAR-5. (2) Cell line: PC-3. Synergy scores: CSS=1.79, Synergy_ZIP=-0.725, Synergy_Bliss=-4.00, Synergy_Loewe=-2.77, Synergy_HSA=-3.35. Drug 1: CCC(=C(C1=CC=CC=C1)C2=CC=C(C=C2)OCCN(C)C)C3=CC=CC=C3.C(C(=O)O)C(CC(=O)O)(C(=O)O)O. Drug 2: C(=O)(N)NO. (3) Drug 1: CCCCC(=O)OCC(=O)C1(CC(C2=C(C1)C(=C3C(=C2O)C(=O)C4=C(C3=O)C=CC=C4OC)O)OC5CC(C(C(O5)C)O)NC(=O)C(F)(F)F)O. Drug 2: CC(C)NC(=O)C1=CC=C(C=C1)CNNC.Cl. Cell line: HCC-2998. Synergy scores: CSS=27.4, Synergy_ZIP=1.89, Synergy_Bliss=4.10, Synergy_Loewe=-25.8, Synergy_HSA=-1.66. (4) Drug 1: C1=CN(C(=O)N=C1N)C2C(C(C(O2)CO)O)O.Cl. Drug 2: CN(CCCl)CCCl.Cl. Cell line: MOLT-4. Synergy scores: CSS=79.1, Synergy_ZIP=-0.342, Synergy_Bliss=-0.919, Synergy_Loewe=-5.31, Synergy_HSA=-0.102. (5) Drug 1: COC1=C(C=C2C(=C1)N=CN=C2NC3=CC(=C(C=C3)F)Cl)OCCCN4CCOCC4. Drug 2: CN(C(=O)NC(C=O)C(C(C(CO)O)O)O)N=O. Cell line: HL-60(TB). Synergy scores: CSS=1.80, Synergy_ZIP=-4.29, Synergy_Bliss=-8.41, Synergy_Loewe=-8.81, Synergy_HSA=-5.85. (6) Drug 1: CN(CCCl)CCCl.Cl. Drug 2: C(CCl)NC(=O)N(CCCl)N=O. Cell line: UO-31. Synergy scores: CSS=7.69, Synergy_ZIP=-1.39, Synergy_Bliss=2.12, Synergy_Loewe=-6.08, Synergy_HSA=-1.30. (7) Drug 1: CCC1(CC2CC(C3=C(CCN(C2)C1)C4=CC=CC=C4N3)(C5=C(C=C6C(=C5)C78CCN9C7C(C=CC9)(C(C(C8N6C=O)(C(=O)OC)O)OC(=O)C)CC)OC)C(=O)OC)O.OS(=O)(=O)O. Drug 2: C1=NC2=C(N=C(N=C2N1C3C(C(C(O3)CO)O)O)F)N. Cell line: UACC-257. Synergy scores: CSS=23.9, Synergy_ZIP=-1.08, Synergy_Bliss=0.260, Synergy_Loewe=-63.5, Synergy_HSA=0.0798.